Dataset: CYP3A4 inhibition data for predicting drug metabolism from PubChem BioAssay. Task: Regression/Classification. Given a drug SMILES string, predict its absorption, distribution, metabolism, or excretion properties. Task type varies by dataset: regression for continuous measurements (e.g., permeability, clearance, half-life) or binary classification for categorical outcomes (e.g., BBB penetration, CYP inhibition). Dataset: cyp3a4_veith. The drug is COc1ccc(C(=O)Nc2cccc3c2C(=O)NC3=O)cc1S(=O)(=O)N1CCOCC1. The result is 0 (non-inhibitor).